Dataset: Full USPTO retrosynthesis dataset with 1.9M reactions from patents (1976-2016). Task: Predict the reactants needed to synthesize the given product. (1) The reactants are: C([O:3][C:4]([C:6]1[C:15](=[O:16])[N:14]2[C:9]([CH:10]=[CH:11][CH:12]=[CH:13]2)=[CH:8][CH:7]=1)=[O:5])C.[OH-].[Na+].O.Cl. Given the product [CH:8]1[CH:7]=[C:6]([C:4]([OH:5])=[O:3])[C:15](=[O:16])[N:14]2[C:9]=1[CH:10]=[CH:11][CH:12]=[CH:13]2, predict the reactants needed to synthesize it. (2) Given the product [NH:18]1[C:19]2[C:24](=[CH:23][CH:22]=[CH:21][CH:20]=2)[C:16]([CH2:15][CH2:14][N:13]2[C:27](=[O:28])[C:26]([OH:25])=[C:32]([C:33]([C:34]3[S:35][CH:36]=[CH:37][CH:38]=3)=[O:39])[CH:1]2[C:3]2[CH:12]=[CH:11][C:6]([C:7]([O:9][CH3:10])=[O:8])=[CH:5][CH:4]=2)=[CH:17]1, predict the reactants needed to synthesize it. The reactants are: [CH:1]([C:3]1[CH:12]=[CH:11][C:6]([C:7]([O:9][CH3:10])=[O:8])=[CH:5][CH:4]=1)=O.[NH2:13][CH2:14][CH2:15][C:16]1[C:24]2[C:19](=[CH:20][CH:21]=[CH:22][CH:23]=2)[NH:18][CH:17]=1.[OH:25]/[C:26](=[CH:32]\[C:33](=[O:39])[C:34]1[S:35][CH:36]=[CH:37][CH:38]=1)/[C:27](OCC)=[O:28]. (3) Given the product [CH:1]([C:4]1[N:5]([CH2:18][O:19][CH2:20][CH2:21][O:22][CH3:23])[CH:6]=[CH:7][N:8]=1)([CH3:3])[CH3:2], predict the reactants needed to synthesize it. The reactants are: [CH:1]([C:4]1[NH:5][CH:6]=[CH:7][N:8]=1)([CH3:3])[CH3:2].CCN(C(C)C)C(C)C.[CH3:18][O:19][CH2:20][CH2:21][O:22][CH2:23]Cl. (4) Given the product [CH2:50]([O:49][CH2:48][CH2:47][O:46][C:43]1[CH:42]=[CH:41][C:40]([C:14]2[CH:15]=[C:16](/[CH:17]=[C:18](\[CH3:39])/[C:19]([NH:21][C:22]3[CH:23]=[CH:24][C:25]([S:28]([CH2:30][C:31]4[N:35]([CH2:36][CH2:37][CH3:38])[CH:34]=[N:33][N:32]=4)=[O:29])=[CH:26][CH:27]=3)=[O:20])[C:11]([N:8]3[CH2:9][CH2:10][CH:6]([CH2:5][OH:4])[CH2:7]3)=[N:12][CH:13]=2)=[CH:45][CH:44]=1)[CH2:51][CH2:52][CH3:53], predict the reactants needed to synthesize it. The reactants are: C([O:4][CH2:5][CH:6]1[CH2:10][CH2:9][N:8]([C:11]2[C:16](/[CH:17]=[C:18](\[CH3:39])/[C:19]([NH:21][C:22]3[CH:27]=[CH:26][C:25]([S:28]([CH2:30][C:31]4[N:35]([CH2:36][CH2:37][CH3:38])[CH:34]=[N:33][N:32]=4)=[O:29])=[CH:24][CH:23]=3)=[O:20])=[CH:15][C:14]([C:40]3[CH:45]=[CH:44][C:43]([O:46][CH2:47][CH2:48][O:49][CH2:50][CH2:51][CH2:52][CH3:53])=[CH:42][CH:41]=3)=[CH:13][N:12]=2)[CH2:7]1)(=O)C.[OH-].[Na+].O.Cl. (5) Given the product [CH:1]([C:4]1[CH:9]=[CH:8][C:7]([S:10]([C:13]2[CH:18]=[CH:17][CH:16]=[CH:15][CH:14]=2)(=[O:12])=[O:11])=[CH:6][C:5]=1[S:19]([NH:24][CH:25]1[CH2:30][CH2:29][N:28]([C:31]([C:33]2[CH:42]=[CH:41][C:40]3[C:35](=[CH:36][CH:37]=[CH:38][CH:39]=3)[CH:34]=2)=[O:32])[CH2:27][CH2:26]1)(=[O:21])=[O:20])([CH3:3])[CH3:2], predict the reactants needed to synthesize it. The reactants are: [CH:1]([C:4]1[CH:9]=[CH:8][C:7]([S:10]([C:13]2[CH:18]=[CH:17][CH:16]=[CH:15][CH:14]=2)(=[O:12])=[O:11])=[CH:6][C:5]=1[S:19](Cl)(=[O:21])=[O:20])([CH3:3])[CH3:2].Cl.[NH2:24][CH:25]1[CH2:30][CH2:29][N:28]([C:31]([C:33]2[CH:42]=[CH:41][C:40]3[C:35](=[CH:36][CH:37]=[CH:38][CH:39]=3)[CH:34]=2)=[O:32])[CH2:27][CH2:26]1.C(N(C(C)C)CC)(C)C. (6) Given the product [CH3:1][CH2:2][C@@H:3]([CH:28]([CH3:30])[CH3:29])[CH2:4][CH2:5][C@H:6]([C@@H:8]1[C@:25]2([CH3:26])[C@H:11]([C@H:12]3[C@H:22]([CH2:23][CH2:24]2)[C@:20]2([CH3:21])[C:15](=[CH:16][C:17](=[N:32][OH:33])[CH2:18][CH2:19]2)[CH2:14][CH2:13]3)[CH2:10][CH2:9]1)[CH3:7], predict the reactants needed to synthesize it. The reactants are: [CH3:1][CH2:2][C@@H:3]([CH:28]([CH3:30])[CH3:29])[CH2:4][CH2:5][C@H:6]([C@@H:8]1[C@:25]2([CH3:26])[C@H:11]([C@H:12]3[C@H:22]([CH2:23][CH2:24]2)[C@:20]2([CH3:21])[C:15](=[CH:16][C:17](=O)[CH2:18][CH2:19]2)[CH2:14][CH2:13]3)[CH2:10][CH2:9]1)[CH3:7].Cl.[NH2:32][OH:33]. (7) Given the product [CH3:1][O:2][C:3]1[N:8]=[C:7]2[CH:9]=[C:10]([C:12]([NH:39][C:40]3[CH:45]=[CH:44][C:43]([B:46]4[O:47][C:48]([CH3:49])([CH3:50])[C:51]([CH3:53])([CH3:52])[O:54]4)=[CH:42][C:41]=3[O:55][CH3:56])=[O:14])[NH:11][C:6]2=[CH:5][CH:4]=1, predict the reactants needed to synthesize it. The reactants are: [CH3:1][O:2][C:3]1[N:8]=[C:7]2[CH:9]=[C:10]([C:12]([OH:14])=O)[NH:11][C:6]2=[CH:5][CH:4]=1.F[P-](F)(F)(F)(F)F.N1(OC(N(C)C)=[N+](C)C)C2N=CC=CC=2N=N1.[NH2:39][C:40]1[CH:45]=[CH:44][C:43]([B:46]2[O:54][C:51]([CH3:53])([CH3:52])[C:48]([CH3:50])([CH3:49])[O:47]2)=[CH:42][C:41]=1[O:55][CH3:56].